From a dataset of Forward reaction prediction with 1.9M reactions from USPTO patents (1976-2016). Predict the product of the given reaction. (1) The product is: [Cl:1][C:2]1[CH:16]=[CH:15][C:14]([S:17]([N:20]2[CH2:21][CH2:22][CH2:23][CH2:24][CH2:25]2)(=[O:19])=[O:18])=[CH:13][C:3]=1[CH2:4][O:5][CH2:6][C:7]([C:26]1[CH:31]=[CH:30][CH:29]=[CH:28][CH:27]=1)=[O:8]. Given the reactants [Cl:1][C:2]1[CH:16]=[CH:15][C:14]([S:17]([N:20]2[CH2:25][CH2:24][CH2:23][CH2:22][CH2:21]2)(=[O:19])=[O:18])=[CH:13][C:3]=1[CH2:4][O:5][CH2:6][C:7](N(OC)C)=[O:8].[C:26]1([Mg]Br)[CH:31]=[CH:30][CH:29]=[CH:28][CH:27]=1, predict the reaction product. (2) Given the reactants [Cl:1][C:2]1[C:7]([CH:8]([OH:10])[CH3:9])=[CH:6][C:5]([C:11]#[N:12])=[CH:4][C:3]=1[NH:13][C:14]1[N:19]=[C:18]([NH:20][CH:21]2[CH2:23][CH2:22]2)[C:17]2=[N:24][CH:25]=[C:26]([C:27]#[N:28])[N:16]2[N:15]=1.[CH3:29][S:30](Cl)(=[O:32])=[O:31], predict the reaction product. The product is: [CH3:29][S:30]([O:10][CH:8]([C:7]1[CH:6]=[C:5]([C:11]#[N:12])[CH:4]=[C:3]([NH:13][C:14]2[N:19]=[C:18]([NH:20][CH:21]3[CH2:22][CH2:23]3)[C:17]3=[N:24][CH:25]=[C:26]([C:27]#[N:28])[N:16]3[N:15]=2)[C:2]=1[Cl:1])[CH3:9])(=[O:32])=[O:31]. (3) Given the reactants [Si:1]([O:8][C@H:9]1[CH2:13][N:12]([C:14]([O:16][C:17]([CH3:20])([CH3:19])[CH3:18])=[O:15])[C@H:11]([CH2:21][OH:22])[CH2:10]1)([C:4]([CH3:7])([CH3:6])[CH3:5])([CH3:3])[CH3:2].C(N(CC)CC)C.[CH3:30][S:31](Cl)(=[O:33])=[O:32], predict the reaction product. The product is: [C:17]([O:16][C:14]([N:12]1[CH2:13][C@H:9]([O:8][Si:1]([C:4]([CH3:7])([CH3:6])[CH3:5])([CH3:3])[CH3:2])[CH2:10][C@H:11]1[CH2:21][O:22][S:31]([CH3:30])(=[O:33])=[O:32])=[O:15])([CH3:20])([CH3:19])[CH3:18].